Predict the product of the given reaction. From a dataset of Forward reaction prediction with 1.9M reactions from USPTO patents (1976-2016). (1) Given the reactants Cl[C:2]1[C:3]([NH2:9])=[N:4][CH:5]=[N:6][C:7]=1Cl.[NH2:10][CH2:11][CH:12]1[CH2:17][CH2:16][N:15]([C:18]([O:20]C(C)(C)C)=O)[CH2:14][CH2:13]1.[CH3:25][O:26][C:27]1[CH:32]=[CH:31][C:30](B(O)O)=[CH:29][CH:28]=1.[C:36](Cl)(=O)[CH:37]=C, predict the reaction product. The product is: [NH2:9][C:3]1[N:4]=[CH:5][N:6]=[C:7]([NH:10][CH2:11][CH:12]2[CH2:13][CH2:14][N:15]([C:18](=[O:20])[CH:36]=[CH2:37])[CH2:16][CH2:17]2)[C:2]=1[C:30]1[CH:31]=[CH:32][C:27]([O:26][CH3:25])=[CH:28][CH:29]=1. (2) Given the reactants [Cl:1][C:2]1[N:3]=[C:4](Cl)[C:5]2[CH:10]=[CH:9][N:8]([S:11]([C:14]3[CH:20]=[CH:19][C:17]([CH3:18])=[CH:16][CH:15]=3)(=[O:13])=[O:12])[C:6]=2[N:7]=1.[NH2:22][C:23]1[CH:31]=[C:30]2[C:26]([CH:27]=[N:28][NH:29]2)=[CH:25][CH:24]=1.C(N(CC)CC)C.O, predict the reaction product. The product is: [Cl:1][C:2]1[N:3]=[C:4]([NH:22][C:23]2[CH:31]=[C:30]3[C:26]([CH:27]=[N:28][NH:29]3)=[CH:25][CH:24]=2)[C:5]2[CH:10]=[CH:9][N:8]([S:11]([C:14]3[CH:20]=[CH:19][C:17]([CH3:18])=[CH:16][CH:15]=3)(=[O:13])=[O:12])[C:6]=2[N:7]=1. (3) Given the reactants [CH3:1][C@H:2]1[CH2:7][C@@H:6]([CH3:8])[CH2:5][N:4]([C:9]([C@@H:11]2[CH2:19][C:18]3[C:13](=[CH:14][CH:15]=[CH:16][CH:17]=3)[NH:12]2)=[O:10])[CH2:3]1.Br[C:21]1[S:22][CH:23]=[CH:24][N:25]=1.CC(C)([O-])C.[Na+].C(OCC)(=O)C, predict the reaction product. The product is: [CH3:1][C@H:2]1[CH2:7][C@@H:6]([CH3:8])[CH2:5][N:4]([C:9]([C@@H:11]2[CH2:19][C:18]3[C:13](=[CH:14][CH:15]=[CH:16][CH:17]=3)[N:12]2[C:21]2[S:22][CH:23]=[CH:24][N:25]=2)=[O:10])[CH2:3]1. (4) Given the reactants [C:1]([O:5][C:6]([NH:8][C@@H:9]([CH2:15][CH2:16][CH3:17])[CH:10]([OH:14])[C:11]([OH:13])=O)=[O:7])([CH3:4])([CH3:3])[CH3:2].Cl.[NH2:19][C@@H:20]([CH:31]([CH3:33])[CH3:32])[C:21]([O:23][CH2:24][C:25]1[CH:30]=[CH:29][CH:28]=[CH:27][CH:26]=1)=[O:22].C1C=CC2N(O)N=NC=2C=1.CCN(C(C)C)C(C)C.CCN=C=NCCCN(C)C, predict the reaction product. The product is: [C:1]([O:5][C:6]([NH:8][C@@H:9]([CH2:15][CH2:16][CH3:17])[CH:10]([OH:14])[C:11]([NH:19][C@@H:20]([CH:31]([CH3:33])[CH3:32])[C:21]([O:23][CH2:24][C:25]1[CH:30]=[CH:29][CH:28]=[CH:27][CH:26]=1)=[O:22])=[O:13])=[O:7])([CH3:2])([CH3:3])[CH3:4]. (5) Given the reactants Cl[CH:2](Cl)[C:3]1[N:4]=[C:5]2[C:10]([F:11])=[CH:9][CH:8]=[C:7]([F:12])[N:6]2[CH:13]=1.C([O-])(=[O:17])C.[Na+].C(O)C, predict the reaction product. The product is: [F:12][C:7]1[N:6]2[CH:13]=[C:3]([CH:2]=[O:17])[N:4]=[C:5]2[C:10]([F:11])=[CH:9][CH:8]=1. (6) Given the reactants O[CH:2]1[C:11]2[N:10]=[CH:9][CH:8]=[C:7]([O:12][CH3:13])[C:6]=2[CH2:5][CH2:4][CH2:3]1.[NH2:14]C1C2N=CC=CC=2CCC1, predict the reaction product. The product is: [NH2:14][CH:2]1[C:11]2[N:10]=[CH:9][CH:8]=[C:7]([O:12][CH3:13])[C:6]=2[CH2:5][CH2:4][CH2:3]1. (7) Given the reactants [Br:1][C:2]1[CH:3]=[C:4]2[C:9](=[CH:10][CH:11]=1)[N:8]=[C:7]([Cl:12])[C:6]([CH2:13][C:14]1[CH:19]=[CH:18][C:17](Cl)=[CH:16][CH:15]=1)=[C:5]2[Cl:21].[F:22]C1C=CC(CC(C(O)=O)C(O)=O)=CC=1, predict the reaction product. The product is: [Br:1][C:2]1[CH:3]=[C:4]2[C:9](=[CH:10][CH:11]=1)[N:8]=[C:7]([Cl:12])[C:6]([CH2:13][C:14]1[CH:19]=[CH:18][C:17]([F:22])=[CH:16][CH:15]=1)=[C:5]2[Cl:21]. (8) Given the reactants [F:1][C:2]1[CH:3]=[C:4]([CH:7]=[C:8]([C:10]([F:13])([F:12])[F:11])[CH:9]=1)[CH:5]=O.[C:14]([NH:17][NH2:18])([NH2:16])=[NH:15].[ClH:19], predict the reaction product. The product is: [ClH:19].[F:1][C:2]1[CH:3]=[C:4]([CH:7]=[C:8]([C:10]([F:13])([F:12])[F:11])[CH:9]=1)[CH:5]=[N:18][NH:17][C:14]([NH2:16])=[NH:15]. (9) Given the reactants [CH3:1][O:2][C:3]1[CH:8]=[CH:7][C:6]([N:9]2[C:13]([NH2:14])=[CH:12][C:11]([CH3:15])=[N:10]2)=[CH:5][CH:4]=1.[CH2:16]([O:18][C:19](=[O:31])[C:20](=O)[CH2:21][C:22](=O)[C:23]1[CH:28]=[CH:27][CH:26]=[CH:25][CH:24]=1)[CH3:17], predict the reaction product. The product is: [CH2:16]([O:18][C:19]([C:20]1[C:12]2[C:11]([CH3:15])=[N:10][N:9]([C:6]3[CH:5]=[CH:4][C:3]([O:2][CH3:1])=[CH:8][CH:7]=3)[C:13]=2[N:14]=[C:22]([C:23]2[CH:24]=[CH:25][CH:26]=[CH:27][CH:28]=2)[CH:21]=1)=[O:31])[CH3:17].